From a dataset of Reaction yield outcomes from USPTO patents with 853,638 reactions. Predict the reaction yield, written as a fraction of the theoretical maximum amount of product (1.0 means a 100% yield; for example, 0.34 means a 34% yield). (1) The reactants are [C:1]([O:4][CH2:5][C:6]1[C:11]([Br:12])=[CH:10][C:9]([F:13])=[CH:8][C:7]=1Br)(=[O:3])[CH3:2].[C:15]1(=[O:28])[C:20]2[CH:21]=[C:22]3[N:27]([C:19]=2[CH2:18][CH2:17][NH:16]1)[CH2:26][CH2:25][CH2:24][CH2:23]3.C(=O)([O-])[O-].[Cs+].[Cs+].CC1(C)C2C(=C(P(C3C=CC=CC=3)C3C=CC=CC=3)C=CC=2)OC2C(P(C3C=CC=CC=3)C3C=CC=CC=3)=CC=CC1=2. The catalyst is C1C=CC(/C=C/C(/C=C/C2C=CC=CC=2)=O)=CC=1.C1C=CC(/C=C/C(/C=C/C2C=CC=CC=2)=O)=CC=1.C1C=CC(/C=C/C(/C=C/C2C=CC=CC=2)=O)=CC=1.[Pd].[Pd].O1CCOCC1. The product is [C:1]([O:4][CH2:5][C:6]1[C:7]([N:16]2[CH2:17][CH2:18][C:19]3[N:27]4[C:22]([CH2:23][CH2:24][CH2:25][CH2:26]4)=[CH:21][C:20]=3[C:15]2=[O:28])=[CH:8][C:9]([F:13])=[CH:10][C:11]=1[Br:12])(=[O:3])[CH3:2]. The yield is 0.460. (2) The reactants are [CH2:1]([O:3][C:4](=[O:29])[CH2:5][CH2:6][CH2:7][O:8][C:9]1[CH:14]=[CH:13][CH:12]=[C:11]([CH2:15][CH2:16][CH2:17][CH2:18][CH2:19][CH2:20]O)[C:10]=1[CH2:22][CH2:23][C:24]([O:26][CH2:27][CH3:28])=[O:25])[CH3:2].C(Br)(Br)(Br)[Br:31].C1(P(C2C=CC=CC=2)C2C=CC=CC=2)C=CC=CC=1. The yield is 0.875. The product is [CH2:1]([O:3][C:4](=[O:29])[CH2:5][CH2:6][CH2:7][O:8][C:9]1[CH:14]=[CH:13][CH:12]=[C:11]([CH2:15][CH2:16][CH2:17][CH2:18][CH2:19][CH2:20][Br:31])[C:10]=1[CH2:22][CH2:23][C:24]([O:26][CH2:27][CH3:28])=[O:25])[CH3:2]. The catalyst is ClCCl. (3) The reactants are [CH2:1]([NH:8][C:9](=[O:31])[N:10]([C:12]1[CH:13]=[C:14]([C:18]2[CH:23]=[CH:22][C:21]([CH2:24][CH2:25][C:26]([O:28][CH3:29])=[O:27])=[CH:20][C:19]=2[OH:30])[CH:15]=[CH:16][CH:17]=1)[CH3:11])[CH2:2][CH2:3][CH2:4][CH2:5][CH2:6][CH3:7].[CH2:32]([N:34]([CH2:38][CH3:39])[CH2:35][CH2:36]O)[CH3:33].C1(P(C2C=CC=CC=2)C2C=CC=CC=2)C=CC=CC=1.N(C(OCC)=O)=NC(OCC)=O. The catalyst is O1CCCC1. The product is [CH2:32]([N:34]([CH2:38][CH3:39])[CH2:35][CH2:36][O:30][C:19]1[CH:20]=[C:21]([CH2:24][CH2:25][C:26]([O:28][CH3:29])=[O:27])[CH:22]=[CH:23][C:18]=1[C:14]1[CH:15]=[CH:16][CH:17]=[C:12]([N:10]([CH3:11])[C:9]([NH:8][CH2:1][CH2:2][CH2:3][CH2:4][CH2:5][CH2:6][CH3:7])=[O:31])[CH:13]=1)[CH3:33]. The yield is 0.800.